Dataset: Full USPTO retrosynthesis dataset with 1.9M reactions from patents (1976-2016). Task: Predict the reactants needed to synthesize the given product. (1) Given the product [Br:44][C:40]1[CH:39]=[CH:38][C:37]([NH:36][C:28]([NH:4][C:3]2[CH:5]=[CH:6][C:7]([O:9][C:10]3[C:19]4[C:14](=[CH:15][C:16]([O:22][CH3:23])=[C:17]([O:20][CH3:21])[CH:18]=4)[N:13]=[CH:12][CH:11]=3)=[CH:8][C:2]=2[Cl:1])=[O:34])=[N:42][C:41]=1[CH3:43], predict the reactants needed to synthesize it. The reactants are: [Cl:1][C:2]1[CH:8]=[C:7]([O:9][C:10]2[C:19]3[C:14](=[CH:15][C:16]([O:22][CH3:23])=[C:17]([O:20][CH3:21])[CH:18]=3)[N:13]=[CH:12][CH:11]=2)[CH:6]=[CH:5][C:3]=1[NH2:4].ClC(Cl)(O[C:28](=[O:34])OC(Cl)(Cl)Cl)Cl.[NH2:36][C:37]1[N:42]=[C:41]([CH3:43])[C:40]([Br:44])=[CH:39][CH:38]=1.CO. (2) Given the product [CH2:1]([O:8][C:9]1[CH:14]=[C:13]([Br:15])[CH:12]=[CH:11][C:10]=1[NH2:16])[C:2]1[CH:3]=[CH:4][CH:5]=[CH:6][CH:7]=1, predict the reactants needed to synthesize it. The reactants are: [CH2:1]([O:8][C:9]1[CH:14]=[C:13]([Br:15])[CH:12]=[CH:11][C:10]=1[N+:16]([O-])=O)[C:2]1[CH:7]=[CH:6][CH:5]=[CH:4][CH:3]=1.[Cl-].[NH4+].O. (3) Given the product [CH2:1]([O:3][C:4]([C:6]1[C:7]([O:29][CH:24]2[CH2:28][CH2:27][CH2:26][CH2:25]2)=[N:8][C:9]2[C:14]([C:15]=1[C:16]1[CH:21]=[CH:20][CH:19]=[CH:18][CH:17]=1)=[CH:13][C:12]([Cl:22])=[CH:11][CH:10]=2)=[O:5])[CH3:2], predict the reactants needed to synthesize it. The reactants are: [CH2:1]([O:3][C:4]([C:6]1[C:7](Cl)=[N:8][C:9]2[C:14]([C:15]=1[C:16]1[CH:21]=[CH:20][CH:19]=[CH:18][CH:17]=1)=[CH:13][C:12]([Cl:22])=[CH:11][CH:10]=2)=[O:5])[CH3:2].[CH:24]1([OH:29])[CH2:28][CH2:27][CH2:26][CH2:25]1.